From a dataset of TCR-epitope binding with 47,182 pairs between 192 epitopes and 23,139 TCRs. Binary Classification. Given a T-cell receptor sequence (or CDR3 region) and an epitope sequence, predict whether binding occurs between them. The epitope is RLRAEAQVK. The TCR CDR3 sequence is CATSSGGTEAFF. Result: 1 (the TCR binds to the epitope).